Dataset: Full USPTO retrosynthesis dataset with 1.9M reactions from patents (1976-2016). Task: Predict the reactants needed to synthesize the given product. (1) The reactants are: [H-].[Na+].O[CH2:4][C@H:5]1[O:9][C:8](=[O:10])[CH2:7]C1.C(Br)[C:12]1[CH:17]=[CH:16][CH:15]=[CH:14][CH:13]=1. Given the product [C:8]([O:9][CH2:5][CH3:4])(=[O:10])[CH3:7].[CH3:16][CH2:17][CH2:12][CH2:13][CH2:14][CH3:15], predict the reactants needed to synthesize it. (2) Given the product [O:25]1[C:29]([C:30]2[CH:31]=[CH:32][C:33]([NH:36][N:37]=[CH:18][C:17]3[CH:16]=[CH:15][C:14]([N:11]4[CH2:10][CH2:9][N:8]([C:6]([O:5][C:1]([CH3:4])([CH3:3])[CH3:2])=[O:7])[CH2:13][CH2:12]4)=[CH:21][CH:20]=3)=[CH:34][CH:35]=2)=[CH:28][N:27]=[CH:26]1, predict the reactants needed to synthesize it. The reactants are: [C:1]([O:5][C:6]([N:8]1[CH2:13][CH2:12][N:11]([C:14]2[CH:21]=[CH:20][C:17]([CH:18]=O)=[CH:16][CH:15]=2)[CH2:10][CH2:9]1)=[O:7])([CH3:4])([CH3:3])[CH3:2].C(O)C.[O:25]1[C:29]([C:30]2[CH:35]=[CH:34][C:33]([NH:36][NH2:37])=[CH:32][CH:31]=2)=[CH:28][N:27]=[CH:26]1. (3) Given the product [ClH:19].[CH2:1]([O:3][C:4]([C@@:6]1([NH2:11])[CH2:8][C@H:7]1[CH:9]=[CH2:10])=[O:5])[CH3:2], predict the reactants needed to synthesize it. The reactants are: [CH2:1]([O:3][C:4]([C@@:6]1([NH:11]C(OC(C)(C)C)=O)[CH2:8][C@H:7]1[CH:9]=[CH2:10])=[O:5])[CH3:2].[ClH:19].O1CCOCC1. (4) Given the product [C:1]([O:5][C:6]([N:8]([CH2:17][CH2:18][C:19]([NH2:23])=[O:21])[CH2:9][CH2:10][CH:11]1[CH2:16][CH2:15][CH2:14][CH2:13][CH2:12]1)=[O:7])([CH3:4])([CH3:3])[CH3:2], predict the reactants needed to synthesize it. The reactants are: [C:1]([O:5][C:6]([N:8]([CH2:17][CH2:18][C:19]([OH:21])=O)[CH2:9][CH2:10][CH:11]1[CH2:16][CH2:15][CH2:14][CH2:13][CH2:12]1)=[O:7])([CH3:4])([CH3:3])[CH3:2].C[N:23]1CCOCC1.ClC(OCC(C)C)=O.N. (5) Given the product [CH3:14][O:11][C:10](=[O:12])[CH2:9][C:4]1[CH:5]=[CH:6][C:7]([OH:8])=[C:2]([Cl:1])[CH:3]=1, predict the reactants needed to synthesize it. The reactants are: [Cl:1][C:2]1[CH:3]=[C:4]([CH2:9][C:10]([OH:12])=[O:11])[CH:5]=[CH:6][C:7]=1[OH:8].Cl.[CH3:14]O. (6) Given the product [CH3:20][O:21][C:22]1[CH:29]=[CH:28][C:25]([CH2:26][O:9][C:7]2[C:6]([O:10][CH2:11][C:12]3[CH:13]=[CH:14][C:15]([O:18][CH3:19])=[CH:16][CH:17]=3)=[CH:5][N:4]=[C:3]([CH2:2][OH:1])[CH:8]=2)=[CH:24][CH:23]=1, predict the reactants needed to synthesize it. The reactants are: [OH:1][CH2:2][C:3]1[NH:4][CH:5]=[C:6]([O:10][CH2:11][C:12]2[CH:17]=[CH:16][C:15]([O:18][CH3:19])=[CH:14][CH:13]=2)[C:7](=[O:9])[CH:8]=1.[CH3:20][O:21][C:22]1[CH:29]=[CH:28][C:25]([CH2:26]Cl)=[CH:24][CH:23]=1.C(=O)([O-])[O-].[K+].[K+].Cl.